From a dataset of Full USPTO retrosynthesis dataset with 1.9M reactions from patents (1976-2016). Predict the reactants needed to synthesize the given product. Given the product [NH:6]1[C:14]2[C:9](=[CH:10][C:11]([OH:16])=[CH:12][CH:13]=2)[CH:8]=[N:7]1, predict the reactants needed to synthesize it. The reactants are: S(=O)(=O)(O)O.[NH:6]1[C:14]2[C:9](=[CH:10][C:11](N)=[CH:12][CH:13]=2)[CH:8]=[N:7]1.[OH-:16].[Na+].